Dataset: NCI-60 drug combinations with 297,098 pairs across 59 cell lines. Task: Regression. Given two drug SMILES strings and cell line genomic features, predict the synergy score measuring deviation from expected non-interaction effect. (1) Drug 1: CC1=C2C(C(=O)C3(C(CC4C(C3C(C(C2(C)C)(CC1OC(=O)C(C(C5=CC=CC=C5)NC(=O)OC(C)(C)C)O)O)OC(=O)C6=CC=CC=C6)(CO4)OC(=O)C)OC)C)OC. Cell line: U251. Synergy scores: CSS=44.1, Synergy_ZIP=4.95, Synergy_Bliss=1.80, Synergy_Loewe=-7.82, Synergy_HSA=3.07. Drug 2: CN1CCC(CC1)COC2=C(C=C3C(=C2)N=CN=C3NC4=C(C=C(C=C4)Br)F)OC. (2) Drug 1: CC1CCC2CC(C(=CC=CC=CC(CC(C(=O)C(C(C(=CC(C(=O)CC(OC(=O)C3CCCCN3C(=O)C(=O)C1(O2)O)C(C)CC4CCC(C(C4)OC)OCCO)C)C)O)OC)C)C)C)OC. Drug 2: CC1CCCC2(C(O2)CC(NC(=O)CC(C(C(=O)C(C1O)C)(C)C)O)C(=CC3=CSC(=N3)C)C)C. Cell line: HCT-15. Synergy scores: CSS=36.0, Synergy_ZIP=5.75, Synergy_Bliss=4.49, Synergy_Loewe=-14.2, Synergy_HSA=3.07. (3) Drug 1: CC12CCC3C(C1CCC2=O)CC(=C)C4=CC(=O)C=CC34C. Drug 2: C1CCC(CC1)NC(=O)N(CCCl)N=O. Cell line: SR. Synergy scores: CSS=70.0, Synergy_ZIP=0.943, Synergy_Bliss=-1.84, Synergy_Loewe=-2.01, Synergy_HSA=-1.05. (4) Drug 1: C1=NC(=NC(=O)N1C2C(C(C(O2)CO)O)O)N. Drug 2: COCCOC1=C(C=C2C(=C1)C(=NC=N2)NC3=CC=CC(=C3)C#C)OCCOC.Cl. Cell line: MOLT-4. Synergy scores: CSS=21.3, Synergy_ZIP=-3.46, Synergy_Bliss=1.14, Synergy_Loewe=-7.98, Synergy_HSA=-0.501.